Dataset: Reaction yield outcomes from USPTO patents with 853,638 reactions. Task: Predict the reaction yield, written as a fraction of the theoretical maximum amount of product (1.0 means a 100% yield; for example, 0.34 means a 34% yield). (1) The reactants are [F:1][C:2]1[CH:3]=[C:4]([OH:9])[CH:5]=[C:6]([F:8])[CH:7]=1.CO[C:12]([CH3:15])([CH3:14])[CH3:13]. The catalyst is [Cl-].[Zr+4].[Cl-].[Cl-].[Cl-]. The product is [C:12]([C:7]1[C:2]([F:1])=[CH:3][C:4]([OH:9])=[CH:5][C:6]=1[F:8])([CH3:15])([CH3:14])[CH3:13]. The yield is 0.540. (2) The reactants are [H-].[Al+3].[Li+].[H-].[H-].[H-].C[O:8][C:9](=O)[C:10]1[CH:15]=[C:14]([O:16][C:17]2[CH:22]=[CH:21][CH:20]=[CH:19][CH:18]=2)[CH:13]=[N:12][CH:11]=1.O.[OH-].[Na+]. The catalyst is O1CCCC1. The product is [O:16]([C:14]1[CH:15]=[C:10]([CH2:9][OH:8])[CH:11]=[N:12][CH:13]=1)[C:17]1[CH:18]=[CH:19][CH:20]=[CH:21][CH:22]=1. The yield is 0.780. (3) The reactants are [CH2:1]([O:8][C:9]1[CH:18]=[C:17]2[C:12]([C:13](O)=[C:14]([C:19]#[N:20])[CH:15]=[N:16]2)=[CH:11][C:10]=1[O:22][CH3:23])[C:2]1[CH:7]=[CH:6][CH:5]=[CH:4][CH:3]=1.C(Cl)(=O)C([Cl:27])=O. The catalyst is C(Cl)Cl. The product is [CH2:1]([O:8][C:9]1[CH:18]=[C:17]2[C:12]([C:13]([Cl:27])=[C:14]([C:19]#[N:20])[CH:15]=[N:16]2)=[CH:11][C:10]=1[O:22][CH3:23])[C:2]1[CH:7]=[CH:6][CH:5]=[CH:4][CH:3]=1. The yield is 0.930. (4) The product is [CH3:24][C:21]1([CH3:25])[CH2:22][CH2:23][C:18]([C:4]2[CH:3]=[C:2]([C:39]3([OH:42])[CH2:40][CH2:41][S:36][CH2:37][CH2:38]3)[CH:7]=[CH:6][C:5]=2[NH:8][C:9]([C:11]2[NH:12][CH:13]=[C:14]([C:16]#[N:17])[N:15]=2)=[O:10])=[CH:19][CH2:20]1. The yield is 0.650. The catalyst is C1COCC1.CCOC(C)=O. The reactants are Br[C:2]1[CH:7]=[CH:6][C:5]([NH:8][C:9]([C:11]2[NH:12][CH:13]=[C:14]([C:16]#[N:17])[N:15]=2)=[O:10])=[C:4]([C:18]2[CH2:23][CH2:22][C:21]([CH3:25])([CH3:24])[CH2:20][CH:19]=2)[CH:3]=1.C([Mg]Cl)(C)C.C([Li])(C)(C)C.[S:36]1[CH2:41][CH2:40][C:39](=[O:42])[CH2:38][CH2:37]1.[NH4+].[Cl-]. (5) The reactants are [NH2:1][C:2]1[C:3]2[N:4]([C:8]([C@@H:26]3[CH2:30][CH2:29][CH2:28][NH:27]3)=[N:9][C:10]=2[C:11]2[CH:25]=[CH:24][C:14]([C:15]([NH:17][C:18]3[CH:23]=[CH:22][CH:21]=[CH:20][N:19]=3)=[O:16])=[CH:13][CH:12]=2)[CH:5]=[CH:6][N:7]=1.[CH3:31][N:32]([CH3:39])[CH2:33]/[CH:34]=[CH:35]/[C:36](O)=[O:37]. No catalyst specified. The product is [NH2:1][C:2]1[C:3]2[N:4]([C:8]([C@@H:26]3[CH2:30][CH2:29][CH2:28][N:27]3[C:36](=[O:37])/[CH:35]=[CH:34]/[CH2:33][N:32]([CH3:39])[CH3:31])=[N:9][C:10]=2[C:11]2[CH:25]=[CH:24][C:14]([C:15]([NH:17][C:18]3[CH:23]=[CH:22][CH:21]=[CH:20][N:19]=3)=[O:16])=[CH:13][CH:12]=2)[CH:5]=[CH:6][N:7]=1. The yield is 0.466. (6) The reactants are [Cl:1][C:2]1[CH:28]=[CH:27][CH:26]=[C:25]([Cl:29])[C:3]=1[C:4]([N:6]([C:15](=[O:24])[C:16]1[C:21]([Cl:22])=[CH:20][CH:19]=[CH:18][C:17]=1[Cl:23])[C:7]1[CH:12]=[CH:11][C:10]([CH2:13]O)=[CH:9][N:8]=1)=[O:5].C(Br)(Br)(Br)[Br:31].C1(P(C2C=CC=CC=2)C2C=CC=CC=2)C=CC=CC=1.C(=O)([O-])O.[Na+]. The catalyst is ClCCl. The product is [Cl:1][C:2]1[CH:28]=[CH:27][CH:26]=[C:25]([Cl:29])[C:3]=1[C:4]([N:6]([C:7]1[CH:12]=[CH:11][C:10]([CH2:13][Br:31])=[CH:9][N:8]=1)[C:15](=[O:24])[C:16]1[C:21]([Cl:22])=[CH:20][CH:19]=[CH:18][C:17]=1[Cl:23])=[O:5]. The yield is 0.650. (7) The reactants are [CH:1](NC(C)C)(C)C.C([Li])CCC.C[Si](C=[N+]=[N-])(C)C.[NH2:20][C:21]1[C:26]([CH:27]=O)=[CH:25][CH:24]=[C:23]([CH3:29])[N:22]=1.C(O)(=O)C. The catalyst is O.O1CCCC1. The product is [C:27]([C:26]1[C:21]([NH2:20])=[N:22][C:23]([CH3:29])=[CH:24][CH:25]=1)#[CH:1]. The yield is 0.760. (8) The yield is 0.0100. The product is [NH3:3].[CH3:40][OH:42].[CH3:18][C:11]1([CH3:19])[CH2:10][C@H:9]([NH:8][C:6]2[C:5]([F:20])=[CH:4][N:3]=[C:2]([NH:21][C:22]3[CH:23]=[CH:24][C:25]([N:30]4[CH2:35][CH2:34][N:33]([CH:36]([CH3:38])[CH3:37])[CH2:32][CH2:31]4)=[C:26]([CH:29]=3)[C:27]#[N:28])[N:7]=2)[CH2:17][C@H:16]2[N:12]1[CH2:13][CH2:14][CH2:15]2. The reactants are Cl[C:2]1[N:7]=[C:6]([NH:8][C@@H:9]2[CH2:17][C@H:16]3[N:12]([CH2:13][CH2:14][CH2:15]3)[C:11]([CH3:19])([CH3:18])[CH2:10]2)[C:5]([F:20])=[CH:4][N:3]=1.[NH2:21][C:22]1[CH:23]=[CH:24][C:25]([N:30]2[CH2:35][CH2:34][N:33]([CH:36]([CH3:38])[CH3:37])[CH2:32][CH2:31]2)=[C:26]([CH:29]=1)[C:27]#[N:28].C[CH:40]([OH:42])C. No catalyst specified.